Dataset: Reaction yield outcomes from USPTO patents with 853,638 reactions. Task: Predict the reaction yield, written as a fraction of the theoretical maximum amount of product (1.0 means a 100% yield; for example, 0.34 means a 34% yield). (1) The reactants are [CH3:1][C:2]1([CH3:13])[CH2:12][C:5]2[S:6][C:7]([C:9]([OH:11])=O)=[CH:8][C:4]=2[CH2:3]1.[CH3:14][C:15]([NH2:18])([CH3:17])[CH3:16].C(N(CC)CC)C. The catalyst is O=S(Cl)Cl.ClCCl. The product is [C:15]([NH:18][C:9]([C:7]1[S:6][C:5]2[CH2:12][C:2]([CH3:1])([CH3:13])[CH2:3][C:4]=2[CH:8]=1)=[O:11])([CH3:17])([CH3:16])[CH3:14]. The yield is 0.970. (2) The reactants are Cl.[C:2]1([C:8]2[O:12][N:11]=[C:10]([CH:13]3[O:18][CH2:17][CH2:16][NH:15][CH2:14]3)[N:9]=2)[CH:7]=[CH:6][CH:5]=[CH:4][CH:3]=1.BrC1C=CC([C@H]2CO2)=CC=1.[CH3:29][N:30]1[C:35](=[O:36])[CH:34]=[C:33]([C:37]2[CH:42]=[CH:41][N:40]=[CH:39][N:38]=2)[N:32]=[C:31]1N1CCOC(C2ON=C(C3C=CC=CC=3)N=2)C1.C(N(CC)CC)C. The catalyst is O1CCCC1. The product is [CH3:29][N:30]1[C:35](=[O:36])[CH:34]=[C:33]([C:37]2[CH:42]=[CH:41][N:40]=[CH:39][N:38]=2)[N:32]=[C:31]1[N:15]1[CH2:16][CH2:17][O:18][CH:13]([C:10]2[N:9]=[C:8]([C:2]3[CH:3]=[CH:4][CH:5]=[CH:6][CH:7]=3)[O:12][N:11]=2)[CH2:14]1. The yield is 0.640. (3) The reactants are C(=O)([O-])[O-].[K+].[K+].I[C:8]1[CH:16]=[CH:15][C:11]([C:12]([OH:14])=[O:13])=[CH:10][CH:9]=1.[OH:17][C:18]1[CH:23]=[CH:22][C:21](B(O)O)=[CH:20][CH:19]=1. The catalyst is O1CCOCC1.C1C=CC(P(C2C=CC=CC=2)[C-]2C=CC=C2)=CC=1.C1C=CC(P(C2C=CC=CC=2)[C-]2C=CC=C2)=CC=1.Cl[Pd]Cl.[Fe+2]. The product is [OH:17][C:18]1[CH:23]=[CH:22][C:21]([C:8]2[CH:16]=[CH:15][C:11]([C:12]([OH:14])=[O:13])=[CH:10][CH:9]=2)=[CH:20][CH:19]=1. The yield is 0.710. (4) The reactants are C([O:8][C:9]1[CH:36]=[CH:35][C:12]2[NH:13][C:14]([C:19]3[C:20](=[O:34])[N:21]([NH:30][CH2:31][CH2:32][CH3:33])[C:22]4[C:27]([C:28]=3[OH:29])=[CH:26][CH:25]=[CH:24][CH:23]=4)=[N:15][S:16](=[O:18])(=[O:17])[C:11]=2[CH:10]=1)C1C=CC=CC=1.C([O-])=O.[NH4+]. The catalyst is O1CCCC1.[OH-].[Pd+2].[OH-].[Pd]. The product is [OH:29][C:28]1[C:27]2[C:22](=[CH:23][CH:24]=[CH:25][CH:26]=2)[N:21]([NH:30][CH2:31][CH2:32][CH3:33])[C:20](=[O:34])[C:19]=1[C:14]1[NH:13][C:12]2[CH:35]=[CH:36][C:9]([OH:8])=[CH:10][C:11]=2[S:16](=[O:17])(=[O:18])[N:15]=1. The yield is 1.00. (5) The reactants are [CH3:1][O:2][C:3](=[O:12])[C:4]1[CH:9]=[C:8]([Br:10])[CH:7]=[C:6]([NH2:11])[CH:5]=1.CCN(CC)CC.[Cl:20][CH2:21][CH2:22][CH2:23][C:24](Cl)=[O:25]. The catalyst is C(Cl)Cl.CCOC(C)=O. The product is [CH3:1][O:2][C:3](=[O:12])[C:4]1[CH:5]=[C:6]([NH:11][C:24](=[O:25])[CH2:23][CH2:22][CH2:21][Cl:20])[CH:7]=[C:8]([Br:10])[CH:9]=1. The yield is 0.790. (6) The reactants are C([NH:5][S:6]([C:9]1[C:10]([C:15]2[CH:20]=[CH:19][CH:18]=[C:17]([NH:21][CH2:22][C:23]3[CH:28]=[N:27][C:26]([CH3:29])=[C:25]4[O:30]C(C)(C)[O:32][CH2:33][C:24]=34)[CH:16]=2)=[CH:11][CH:12]=[CH:13][CH:14]=1)(=[O:8])=[O:7])(C)(C)C.Cl. The catalyst is CO. The product is [OH:30][C:25]1[C:24]([CH2:33][OH:32])=[C:23]([CH2:22][NH:21][C:17]2[CH:16]=[C:15]([C:10]3[C:9]([S:6]([NH2:5])(=[O:8])=[O:7])=[CH:14][CH:13]=[CH:12][CH:11]=3)[CH:20]=[CH:19][CH:18]=2)[CH:28]=[N:27][C:26]=1[CH3:29]. The yield is 0.620.